From a dataset of Full USPTO retrosynthesis dataset with 1.9M reactions from patents (1976-2016). Predict the reactants needed to synthesize the given product. (1) Given the product [CH2:13]([C:15]1[S:48][C:18]2[N:19]([CH2:33][C:34]3[CH:39]=[CH:38][C:37]([C:40]4[CH:45]=[CH:44][CH:43]=[CH:42][C:41]=4[C:46]4[NH:3][C:4](=[O:7])[O:5][N:47]=4)=[CH:36][CH:35]=3)[C:20](=[O:32])[N:21]([CH2:24][C:25]3([OH:31])[CH2:26][CH2:27][O:28][CH2:29][CH2:30]3)[C:22](=[O:23])[C:17]=2[CH:16]=1)[CH3:14], predict the reactants needed to synthesize it. The reactants are: [Cl-].O[NH3+:3].[C:4](=[O:7])([O-])[OH:5].[Na+].CS(C)=O.[CH2:13]([C:15]1[S:48][C:18]2[N:19]([CH2:33][C:34]3[CH:39]=[CH:38][C:37]([C:40]4[C:41]([C:46]#[N:47])=[CH:42][CH:43]=[CH:44][CH:45]=4)=[CH:36][CH:35]=3)[C:20](=[O:32])[N:21]([CH2:24][C:25]3([OH:31])[CH2:30][CH2:29][O:28][CH2:27][CH2:26]3)[C:22](=[O:23])[C:17]=2[CH:16]=1)[CH3:14]. (2) Given the product [CH3:72][N:63]([C:57]1[CH:58]=[CH:59][CH:60]=[C:61]2[C:56]=1[NH:55][C:54]([C:52]1[S:43][C:44]3([CH2:49][CH2:48][O:47][CH2:46][CH2:45]3)[CH2:50][N:51]=1)=[CH:62]2)[S:64]([C:67]1[S:68][CH:69]=[CH:70][CH:71]=1)(=[O:66])=[O:65], predict the reactants needed to synthesize it. The reactants are: C1(P(=O)(C2C=CC=CC=2)C2C=CC=CC=2)C=CC=CC=1.FC(F)(F)S(OS(C(F)(F)F)(=O)=O)(=O)=O.C([S:43][C:44]1([CH2:50][NH:51][C:52]([C:54]2[NH:55][C:56]3[C:61]([CH:62]=2)=[CH:60][CH:59]=[CH:58][C:57]=3[N:63]([CH3:72])[S:64]([C:67]2[S:68][CH:69]=[CH:70][CH:71]=2)(=[O:66])=[O:65])=O)[CH2:49][CH2:48][O:47][CH2:46][CH2:45]1)C1C=CC=CC=1.C(=O)([O-])O.[Na+].